Dataset: Forward reaction prediction with 1.9M reactions from USPTO patents (1976-2016). Task: Predict the product of the given reaction. (1) Given the reactants [Li][CH3:2].[CH3:3][C:4]1([CH3:21])[CH2:9][CH2:8][CH2:7][CH:6]([CH:10]([O:12][C:13]([CH3:20])([CH3:19])[CH:14]=[CH:15][C:16]([OH:18])=O)[CH3:11])[CH2:5]1, predict the reaction product. The product is: [CH3:21][C:4]1([CH3:3])[CH2:9][CH2:8][CH2:7][CH:6]([CH:10]([O:12][C:13]([CH3:20])([CH3:19])[CH:14]=[CH:15][C:16](=[O:18])[CH3:2])[CH3:11])[CH2:5]1. (2) Given the reactants [NH2:1][C:2](=[NH:18])[N:3]1[CH2:8][CH2:7][CH2:6][CH:5]([CH2:9][NH:10][C:11](=[O:17])[O:12][C:13]([CH3:16])([CH3:15])[CH3:14])[CH2:4]1.CN([CH:22]=[C:23]1[C:28](=O)[CH2:27][CH2:26][N:25]([CH3:30])[CH2:24]1)C.C[O-].[Na+], predict the reaction product. The product is: [CH3:30][N:25]1[CH2:26][CH2:27][C:28]2[N:18]=[C:2]([N:3]3[CH2:8][CH2:7][CH2:6][CH:5]([CH2:9][NH:10][C:11](=[O:17])[O:12][C:13]([CH3:15])([CH3:14])[CH3:16])[CH2:4]3)[N:1]=[CH:22][C:23]=2[CH2:24]1. (3) Given the reactants [Cl:1][C:2]1[CH:7]=[CH:6][C:5]([CH:8]([C:20]2[CH:21]=[C:22]([CH:26]=[CH:27][CH:28]=2)[C:23](O)=[O:24])[CH2:9][C:10]([C:12]2[CH:17]=[CH:16][C:15](=[O:18])[N:14]([CH3:19])[CH:13]=2)=[O:11])=[C:4]([F:29])[CH:3]=1.[NH2:30][CH2:31][CH2:32][OH:33].F[P-](F)(F)(F)(F)F.N1(O[P+](N(C)C)(N(C)C)N(C)C)C2C=CC=CC=2N=N1, predict the reaction product. The product is: [Cl:1][C:2]1[CH:7]=[CH:6][C:5]([CH:8]([C:20]2[CH:21]=[C:22]([CH:26]=[CH:27][CH:28]=2)[C:23]([NH:30][CH2:31][CH2:32][OH:33])=[O:24])[CH2:9][C:10]([C:12]2[CH:17]=[CH:16][C:15](=[O:18])[N:14]([CH3:19])[CH:13]=2)=[O:11])=[C:4]([F:29])[CH:3]=1. (4) Given the reactants [Cl:1][C:2]1[N:3]=[CH:4][C:5]2[NH:11][C:10](=[O:12])[C:9]([F:14])([CH3:13])[CH2:8][N:7]([CH:15]3[CH2:20][CH2:19][CH2:18][CH2:17][CH2:16]3)[C:6]=2[N:21]=1.[H-].[Na+].[CH3:24]I, predict the reaction product. The product is: [Cl:1][C:2]1[N:3]=[CH:4][C:5]2[N:11]([CH3:24])[C:10](=[O:12])[C:9]([F:14])([CH3:13])[CH2:8][N:7]([CH:15]3[CH2:20][CH2:19][CH2:18][CH2:17][CH2:16]3)[C:6]=2[N:21]=1.